Dataset: Forward reaction prediction with 1.9M reactions from USPTO patents (1976-2016). Task: Predict the product of the given reaction. (1) Given the reactants [Cl:1][C:2]1[CH:3]=[N:4][N:5]([C:7]2[CH:28]=[CH:27][C:10]([O:11][CH2:12][C@@H:13]3[C@@H:18]([NH:19]C(=O)OC(C)(C)C)[CH2:17][CH2:16][O:15][CH2:14]3)=[CH:9][C:8]=2[F:29])[CH:6]=1.Cl.CCO, predict the reaction product. The product is: [ClH:1].[Cl:1][C:2]1[CH:3]=[N:4][N:5]([C:7]2[CH:28]=[CH:27][C:10]([O:11][CH2:12][C@@H:13]3[C@@H:18]([NH2:19])[CH2:17][CH2:16][O:15][CH2:14]3)=[CH:9][C:8]=2[F:29])[CH:6]=1. (2) Given the reactants [H-].[Al+3].[Li+].[H-].[H-].[H-].[NH2:7][C:8]1[N:18]=[CH:17][CH:16]=[CH:15][C:9]=1[C:10](OCC)=[O:11], predict the reaction product. The product is: [NH2:7][C:8]1[C:9]([CH2:10][OH:11])=[CH:15][CH:16]=[CH:17][N:18]=1.